Dataset: Ames mutagenicity test results for genotoxicity prediction. Task: Regression/Classification. Given a drug SMILES string, predict its toxicity properties. Task type varies by dataset: regression for continuous values (e.g., LD50, hERG inhibition percentage) or binary classification for toxic/non-toxic outcomes (e.g., AMES mutagenicity, cardiotoxicity, hepatotoxicity). Dataset: ames. (1) The compound is CC1(OO)c2ccccc2-c2ccccc21. The result is 1 (mutagenic). (2) The compound is c1ccc(-c2ccc(CC3CO3)cc2)cc1. The result is 1 (mutagenic). (3) The compound is COC(=O)C12OC1(C)C(O)(C(C)C)NC2=O. The result is 1 (mutagenic). (4) The molecule is ClC1=C(Cl)C2(Cl)C3C4C=CC(C4)C3C1(Cl)C2(Cl)Cl. The result is 0 (non-mutagenic).